From a dataset of Peptide-MHC class I binding affinity with 185,985 pairs from IEDB/IMGT. Regression. Given a peptide amino acid sequence and an MHC pseudo amino acid sequence, predict their binding affinity value. This is MHC class I binding data. (1) The MHC is HLA-A68:02 with pseudo-sequence HLA-A68:02. The peptide sequence is GVPHSVFIA. The binding affinity (normalized) is 0.260. (2) The peptide sequence is WSADGSSMY. The MHC is HLA-B15:01 with pseudo-sequence HLA-B15:01. The binding affinity (normalized) is 0.779.